This data is from Full USPTO retrosynthesis dataset with 1.9M reactions from patents (1976-2016). The task is: Predict the reactants needed to synthesize the given product. Given the product [NH2:22][C:10]1[C:9]2[N:8]([CH3:25])[C:7]3[C:16](=[C:3]([O:2][CH3:1])[CH:4]=[C:5]4[O:29][C:28]([CH3:30])([CH3:31])[CH:27]=[CH:26][C:6]4=3)[C:15](=[O:17])[C:14]=2[CH:13]=[C:12]2[CH:18]=[CH:19][CH:20]=[CH:21][C:11]=12, predict the reactants needed to synthesize it. The reactants are: [CH3:1][O:2][C:3]1[CH:4]=[C:5]2[O:29][C:28]([CH3:31])([CH3:30])[CH:27]=[CH:26][C:6]2=[C:7]2[C:16]=1[C:15](=[O:17])[C:14]1[CH:13]=[C:12]3[CH:18]=[CH:19][CH:20]=[CH:21][C:11]3=[C:10]([N+:22]([O-])=O)[C:9]=1[N:8]2[CH3:25].O.